Dataset: Reaction yield outcomes from USPTO patents with 853,638 reactions. Task: Predict the reaction yield, written as a fraction of the theoretical maximum amount of product (1.0 means a 100% yield; for example, 0.34 means a 34% yield). (1) The product is [CH3:7][CH2:8][CH2:9][CH2:10][C:11]1[O:19][C:18]2[CH:17]=[CH:16][C:15]([NH:20][S:21]([CH3:24])(=[O:23])=[O:22])=[CH:14][C:13]=2[C:12]=1[C:25]([C:27]1[CH:28]=[CH:29][C:30]([O:33][CH2:34][CH2:35][CH2:36][N:37]([CH2:42][CH2:43][CH2:44][CH3:45])[CH2:38][CH2:39][CH2:40][CH3:41])=[CH:31][CH:32]=1)=[O:26].[S:2]([O-:6])([O-:5])(=[O:4])=[O:3]. The catalyst is CC(C)=O. The yield is 0.840. The reactants are O.[S:2](=[O:6])(=[O:5])([OH:4])[OH:3].[CH3:7][CH2:8][CH2:9][CH2:10][C:11]1[O:19][C:18]2[CH:17]=[CH:16][C:15]([NH:20][S:21]([CH3:24])(=[O:23])=[O:22])=[CH:14][C:13]=2[C:12]=1[C:25]([C:27]1[CH:28]=[CH:29][C:30]([O:33][CH2:34][CH2:35][CH2:36][N:37]([CH2:42][CH2:43][CH2:44][CH3:45])[CH2:38][CH2:39][CH2:40][CH3:41])=[CH:31][CH:32]=1)=[O:26].Cl. (2) No catalyst specified. The product is [CH2:65]([O:64][C:63](=[O:72])[NH:9][CH2:8][CH:10]1[CH2:14][C:13]2[CH:15]=[CH:16][CH:17]=[C:18]([C:19]3[CH:24]=[C:23]([Cl:36])[CH:22]=[CH:21][C:20]=3[CH3:26])[C:12]=2[O:11]1)[C:66]1[CH:71]=[CH:70][CH:69]=[CH:68][CH:67]=1. The yield is 0.890. The reactants are C([CH:8]([CH:10]1[CH2:14][C:13]2[CH:15]=[CH:16][CH:17]=[C:18]([C:19]3[CH:24]=[CH:23][C:22](Cl)=[CH:21][C:20]=3[CH3:26])[C:12]=2[O:11]1)[NH2:9])C1C=CC=CC=1.C(N(C(C)C)CC)(C)C.[Cl:36]C(OCC1C=CC=CC=1)=O.C1(C2C3OC(CN[C:63](=[O:72])[O:64][CH2:65][C:66]4[CH:71]=[CH:70][CH:69]=[CH:68][CH:67]=4)CC=3C=CC=2)CCCC1.